Dataset: Forward reaction prediction with 1.9M reactions from USPTO patents (1976-2016). Task: Predict the product of the given reaction. (1) The product is: [CH2:1]([O:8][C:9]1[CH:14]=[CH:13][C:12]([C:15]#[N:16])=[CH:11][C:10]=1[CH2:17][C:18]([O:20][CH3:21])=[O:19])[C:2]1[CH:3]=[CH:4][CH:5]=[CH:6][CH:7]=1. Given the reactants [CH2:1]([O:8][C:9]1[CH:14]=[CH:13][C:12]([C:15]#[N:16])=[CH:11][C:10]=1[CH2:17][C:18]([OH:20])=[O:19])[C:2]1[CH:7]=[CH:6][CH:5]=[CH:4][CH:3]=1.[CH3:21]N(C)C=O.S(Cl)(Cl)=O, predict the reaction product. (2) Given the reactants [O:1]1[C:5]2[CH:6]=[CH:7][C:8]([NH:10][CH2:11][C:12]([OH:14])=O)=[CH:9][C:4]=2[O:3][CH2:2]1.ON1C2C=CC=CC=2N=N1.C(N=C=NCCCN(C)C)C.CN1CCOCC1.[NH2:43][C:44]1[CH:49]=[CH:48][CH:47]=[CH:46][C:45]=1[NH:50][C:51]([C:53]1[S:54][C:55]2[CH2:56][NH:57][CH2:58][CH2:59][C:60]=2[N:61]=1)=[O:52], predict the reaction product. The product is: [NH2:43][C:44]1[CH:49]=[CH:48][CH:47]=[CH:46][C:45]=1[NH:50][C:51]([C:53]1[S:54][C:55]2[CH2:56][N:57]([C:12](=[O:14])[CH2:11][NH:10][C:8]3[CH:7]=[CH:6][C:5]4[O:1][CH2:2][O:3][C:4]=4[CH:9]=3)[CH2:58][CH2:59][C:60]=2[N:61]=1)=[O:52]. (3) Given the reactants [ClH:1].[CH3:2][NH:3][C@H:4]1[CH2:13][CH2:12][C:11]2[C:6](=[CH:7][CH:8]=[CH:9][C:10]=2[C:14]2[C:15]([CH3:21])=[N:16][N:17]([CH3:20])[C:18]=2[CH3:19])[CH2:5]1, predict the reaction product. The product is: [ClH:1].[CH3:2][NH:3][C@H:4]1[CH2:13][CH2:12][C:11]2[C:6](=[CH:7][CH:8]=[CH:9][C:10]=2[C:14]2[C:15]([CH3:21])=[N:16][N:17]([CH3:20])[C:18]=2[CH3:19])[CH2:5]1.